From a dataset of Reaction yield outcomes from USPTO patents with 853,638 reactions. Predict the reaction yield, written as a fraction of the theoretical maximum amount of product (1.0 means a 100% yield; for example, 0.34 means a 34% yield). (1) The reactants are [F:1][C:2]1[CH:3]=[N:4][C:5]2[C:10]([C:11]=1I)=[CH:9][CH:8]=[CH:7][CH:6]=2.O1CCCC1.C(=O)([O-])[O-].[Cs+].[Cs+].[NH:24]1[C:32]2[C:27](=[CH:28][N:29]=[CH:30][CH:31]=2)[CH2:26][CH2:25]1. The catalyst is CC1(C)C2C(=C(P(C3C=CC=CC=3)C3C=CC=CC=3)C=CC=2)OC2C(P(C3C=CC=CC=3)C3C=CC=CC=3)=CC=CC1=2.O. The product is [N:24]1([C:11]2[C:10]3[C:5](=[CH:6][CH:7]=[CH:8][CH:9]=3)[N:4]=[CH:3][C:2]=2[F:1])[C:32]2[CH:31]=[CH:30][N:29]=[CH:28][C:27]=2[CH2:26][CH2:25]1. The yield is 0.670. (2) The reactants are [CH3:1][C:2]1[C:7]2[C:8](=[O:13])[NH:9][CH2:10][CH2:11][O:12][C:6]=2[CH:5]=[N:4][C:3]=1[O:14][CH:15]([CH3:17])[CH3:16].[H-].[Na+].[CH2:20]([O:27][C:28]1[C:33]([CH2:34]Cl)=[C:32]([CH3:36])[CH:31]=[C:30]([CH3:37])[N:29]=1)[C:21]1[CH:26]=[CH:25][CH:24]=[CH:23][CH:22]=1.CCOC(C)=O. The yield is 1.00. The catalyst is CN(C=O)C. The product is [CH2:20]([O:27][C:28]1[C:33]([CH2:34][N:9]2[C:8](=[O:13])[C:7]3[C:2]([CH3:1])=[C:3]([O:14][CH:15]([CH3:17])[CH3:16])[N:4]=[CH:5][C:6]=3[O:12][CH2:11][CH2:10]2)=[C:32]([CH3:36])[CH:31]=[C:30]([CH3:37])[N:29]=1)[C:21]1[CH:26]=[CH:25][CH:24]=[CH:23][CH:22]=1. (3) The reactants are [CH3:1][N:2]([CH3:14])[CH2:3][CH2:4][N:5]([CH3:13])[C:6]1[CH:7]=[CH:8][C:9]([NH2:12])=[N:10][CH:11]=1.Br[C:16]1[C:17](=[O:24])[N:18]([CH3:23])[CH:19]=[C:20]([Br:22])[CH:21]=1.C(=O)([O-])[O-].[Cs+].[Cs+].CC1(C)C2C(=C(P(C3C=CC=CC=3)C3C=CC=CC=3)C=CC=2)OC2C(P(C3C=CC=CC=3)C3C=CC=CC=3)=CC=CC1=2. The catalyst is C(OCC)(=O)C.O.C1C=CC(/C=C/C(/C=C/C2C=CC=CC=2)=O)=CC=1.C1C=CC(/C=C/C(/C=C/C2C=CC=CC=2)=O)=CC=1.C1C=CC(/C=C/C(/C=C/C2C=CC=CC=2)=O)=CC=1.[Pd].[Pd].O1CCOCC1. The product is [Br:22][C:20]1[CH:21]=[C:16]([NH:12][C:9]2[CH:8]=[CH:7][C:6]([N:5]([CH2:4][CH2:3][N:2]([CH3:14])[CH3:1])[CH3:13])=[CH:11][N:10]=2)[C:17](=[O:24])[N:18]([CH3:23])[CH:19]=1. The yield is 0.630.